From a dataset of Full USPTO retrosynthesis dataset with 1.9M reactions from patents (1976-2016). Predict the reactants needed to synthesize the given product. (1) Given the product [C:1]([O:5][C:6]([N:8]1[CH2:13][CH2:12][CH:11]([O:14][C:24]2[N:23]=[N:22][C:21]([CH2:17][CH2:18][CH2:19][CH3:20])=[C:26]([C:27]3[CH:32]=[CH:31][C:30]([O:33][CH:34]4[CH2:35][CH2:36][CH2:37][CH2:38][CH2:39]4)=[CH:29][CH:28]=3)[C:25]=2[C:40]([F:43])([F:42])[F:41])[CH2:10][CH2:9]1)=[O:7])([CH3:4])([CH3:2])[CH3:3], predict the reactants needed to synthesize it. The reactants are: [C:1]([O:5][C:6]([N:8]1[CH2:13][CH2:12][CH:11]([OH:14])[CH2:10][CH2:9]1)=[O:7])([CH3:4])([CH3:3])[CH3:2].[H-].[Na+].[CH2:17]([C:21]1[N:22]=[N:23][C:24](Cl)=[C:25]([C:40]([F:43])([F:42])[F:41])[C:26]=1[C:27]1[CH:32]=[CH:31][C:30]([O:33][CH:34]2[CH2:39][CH2:38][CH2:37][CH2:36][CH2:35]2)=[CH:29][CH:28]=1)[CH2:18][CH2:19][CH3:20]. (2) The reactants are: [NH2:1][CH2:2][C:3]1[CH:4]=[C:5]([CH:33]=[CH:34][CH:35]=1)[CH2:6][N:7]([CH2:20][C:21]1[CH:26]=[CH:25][C:24]([C:27]2[CH:32]=[CH:31][CH:30]=[CH:29][CH:28]=2)=[CH:23][CH:22]=1)[S:8]([C:11]1[CH:16]=[C:15]([Cl:17])[CH:14]=[C:13]([Cl:18])[C:12]=1[OH:19])(=[O:10])=[O:9].CCN(CC)CC.Cl[S:44]([C:47]1[CH:48]=[CH:49][C:50]([CH3:56])=[C:51]([CH:55]=1)[C:52]([OH:54])=[O:53])(=[O:46])=[O:45]. Given the product [C:24]1([C:27]2[CH:28]=[CH:29][CH:30]=[CH:31][CH:32]=2)[CH:25]=[CH:26][C:21]([CH2:20][N:7]([CH2:6][C:5]2[CH:4]=[C:3]([CH:35]=[CH:34][CH:33]=2)[CH2:2][NH:1][S:44]([C:47]2[CH:48]=[CH:49][C:50]([CH3:56])=[C:51]([CH:55]=2)[C:52]([OH:54])=[O:53])(=[O:46])=[O:45])[S:8]([C:11]2[CH:16]=[C:15]([Cl:17])[CH:14]=[C:13]([Cl:18])[C:12]=2[OH:19])(=[O:10])=[O:9])=[CH:22][CH:23]=1, predict the reactants needed to synthesize it. (3) Given the product [CH:1]1([N:6]2[CH2:12][C:11]([F:13])([F:14])[C:10](=[O:15])[N:9]([CH3:16])[C:8]3[CH:17]=[N:18][C:19]([NH:21][C:22]4[C:30]([O:31][CH3:32])=[CH:29][C:25]([C:26]([NH:72][CH2:71][CH2:70][CH2:69][N:68]([CH3:73])[CH3:67])=[O:27])=[C:24]([F:33])[CH:23]=4)=[N:20][C:7]2=3)[CH2:2][CH2:3][CH2:4][CH2:5]1, predict the reactants needed to synthesize it. The reactants are: [CH:1]1([N:6]2[CH2:12][C:11]([F:14])([F:13])[C:10](=[O:15])[N:9]([CH3:16])[C:8]3[CH:17]=[N:18][C:19]([NH:21][C:22]4[C:30]([O:31][CH3:32])=[CH:29][C:25]([C:26](O)=[O:27])=[C:24]([F:33])[CH:23]=4)=[N:20][C:7]2=3)[CH2:5][CH2:4][CH2:3][CH2:2]1.F[P-](F)(F)(F)(F)F.CN(C(N(C)C)=[N+]1C2C=CC=CC=2[N+]([O-])=N1)C.C(N(C(C)C)CC)(C)C.[CH3:67][N:68]([CH3:73])[CH2:69][CH2:70][CH2:71][NH2:72]. (4) Given the product [O:7]=[C:4]1[CH:5]=[CH:6][C:2](=[O:1])[N:3]1[CH2:8][CH2:9][C:10](=[O:12])[NH:20][CH2:21][CH2:22][CH2:23][O:24][CH2:25][CH2:26][O:27][CH2:28][CH2:29][O:30][CH2:31][CH2:32][CH2:33][NH:34][C:35]1[CH:36]=[CH:37][C:38]([C:39]([C:41]2[CH:83]=[CH:82][C:44]([O:45][CH2:46][CH2:47][CH2:48][NH:49][C:50](=[O:81])[CH2:51][CH2:52][O:53][CH2:54][CH2:55][O:56][CH2:57][CH2:58][O:59][CH2:60][CH2:61][O:62][CH2:63][CH2:64][NH:65][C:66](=[O:80])[CH2:67][CH2:68][CH2:69][CH2:70][CH:71]3[CH:78]4[CH:74]([NH:75][C:76](=[O:79])[NH:77]4)[CH2:73][S:72]3)=[CH:43][CH:42]=2)=[O:40])=[CH:84][CH:85]=1, predict the reactants needed to synthesize it. The reactants are: [O:1]=[C:2]1[CH:6]=[CH:5][C:4](=[O:7])[N:3]1[CH2:8][CH2:9][C:10]([O:12]N1C(=O)CCC1=O)=O.[NH2:20][CH2:21][CH2:22][CH2:23][O:24][CH2:25][CH2:26][O:27][CH2:28][CH2:29][O:30][CH2:31][CH2:32][CH2:33][NH:34][C:35]1[CH:85]=[CH:84][C:38]([C:39]([C:41]2[CH:83]=[CH:82][C:44]([O:45][CH2:46][CH2:47][CH2:48][NH:49][C:50](=[O:81])[CH2:51][CH2:52][O:53][CH2:54][CH2:55][O:56][CH2:57][CH2:58][O:59][CH2:60][CH2:61][O:62][CH2:63][CH2:64][NH:65][C:66](=[O:80])[CH2:67][CH2:68][CH2:69][CH2:70][CH:71]3[CH:78]4[CH:74]([NH:75][C:76](=[O:79])[NH:77]4)[CH2:73][S:72]3)=[CH:43][CH:42]=2)=[O:40])=[CH:37][CH:36]=1.